Dataset: Reaction yield outcomes from USPTO patents with 853,638 reactions. Task: Predict the reaction yield, written as a fraction of the theoretical maximum amount of product (1.0 means a 100% yield; for example, 0.34 means a 34% yield). (1) The reactants are Cl.FC1C=C(C=CC=1)CN1C=C(C2C3C(=NC=C(C4C=CC(C5CCNCC5)=CC=4)C=3)N(S(C3C=CC(C)=CC=3)(=O)=O)C=2)C=N1.[CH2:46]([N:53]1[CH:57]=[C:56]([C:58]2[C:66]3[C:61](=[N:62][CH:63]=[C:64]([C:67]4[CH:68]=[CH:69][C:70]([N:73]5[CH2:78][CH2:77][N:76]([CH2:79][C@@H:80]([OH:82])[CH3:81])[CH2:75][CH2:74]5)=[N:71][CH:72]=4)[CH:65]=3)[N:60](S(C3C=CC(C)=CC=3)(=O)=O)[CH:59]=2)[CH:55]=[N:54]1)[C:47]1[CH:52]=[CH:51][CH:50]=[CH:49][CH:48]=1.[OH-].[Li+]. The catalyst is C1COCC1.CO.O. The product is [CH2:46]([N:53]1[CH:57]=[C:56]([C:58]2[C:66]3[C:61](=[N:62][CH:63]=[C:64]([C:67]4[CH:68]=[CH:69][C:70]([N:73]5[CH2:74][CH2:75][N:76]([CH2:79][C@@H:80]([OH:82])[CH3:81])[CH2:77][CH2:78]5)=[N:71][CH:72]=4)[CH:65]=3)[NH:60][CH:59]=2)[CH:55]=[N:54]1)[C:47]1[CH:52]=[CH:51][CH:50]=[CH:49][CH:48]=1. The yield is 0.249. (2) The reactants are [C:1]([C:3]([C:6]1[CH:7]=[C:8]([CH:12]=[CH:13][CH:14]=1)[C:9]([OH:11])=O)([CH3:5])[CH3:4])#[N:2].C(Cl)(=O)C(Cl)=O.[NH2:21][C:22]1[CH:23]=[C:24]([CH:41]=[CH:42][C:43]=1[CH3:44])[O:25][C:26]1[CH:27]=[CH:28][C:29]2[N:30]([CH:32]=[C:33]([NH:35][C:36]([CH:38]3[CH2:40][CH2:39]3)=[O:37])[N:34]=2)[N:31]=1.C(OC(C)C)(C)C. The catalyst is O1CCCC1.CN(C)C=O.Cl.C(OCC)(=O)C. The product is [C:1]([C:3]([C:6]1[CH:7]=[C:8]([CH:12]=[CH:13][CH:14]=1)[C:9]([NH:21][C:22]1[CH:23]=[C:24]([O:25][C:26]2[CH:27]=[CH:28][C:29]3[N:30]([CH:32]=[C:33]([NH:35][C:36]([CH:38]4[CH2:39][CH2:40]4)=[O:37])[N:34]=3)[N:31]=2)[CH:41]=[CH:42][C:43]=1[CH3:44])=[O:11])([CH3:4])[CH3:5])#[N:2]. The yield is 0.180. (3) The reactants are C[Si]([N-][Si](C)(C)C)(C)C.[Li+].F[C:12]1[CH:17]=[C:16]([O:18][CH3:19])[CH:15]=[CH:14][C:13]=1[C:20]1[NH:29][C:28](=[O:30])[C:27]2[C:22](=[CH:23][C:24]([O:33][CH3:34])=[CH:25][C:26]=2[O:31][CH3:32])[N:21]=1.[CH3:35][N:36]1[CH2:41][CH2:40][N:39]([CH2:42][CH2:43][NH2:44])[CH2:38][CH2:37]1. The catalyst is C1COCC1.[NH4+].[Cl-]. The product is [CH3:32][O:31][C:26]1[CH:25]=[C:24]([O:33][CH3:34])[CH:23]=[C:22]2[C:27]=1[C:28](=[O:30])[NH:29][C:20]([C:13]1[CH:14]=[CH:15][C:16]([O:18][CH3:19])=[CH:17][C:12]=1[NH:44][CH2:43][CH2:42][N:39]1[CH2:40][CH2:41][N:36]([CH3:35])[CH2:37][CH2:38]1)=[N:21]2. The yield is 0.340. (4) The reactants are F[C:2](F)(F)[C:3]([OH:5])=[O:4].[CH3:8][C:9]1[CH:10]=[C:11](O)[C:12](=[CH:16][CH:17]=1)[C:13](O)=[O:14].F[C:20](F)(F)C(OC(=O)C(F)(F)F)=O. The catalyst is CC(C)=O. The product is [CH3:2][C:3]1([CH3:20])[O:5][C:13](=[O:14])[C:12]2[CH:16]=[CH:17][C:9]([CH3:8])=[CH:10][C:11]=2[O:4]1. The yield is 0.830.